This data is from Catalyst prediction with 721,799 reactions and 888 catalyst types from USPTO. The task is: Predict which catalyst facilitates the given reaction. Reactant: C([N:4]1[C:12]2[C:7](=[CH:8][C:9]([Br:14])=[CH:10][C:11]=2[Cl:13])[CH2:6][CH2:5]1)(=O)C.[OH-].[K+]. Product: [Br:14][C:9]1[CH:8]=[C:7]2[C:12](=[C:11]([Cl:13])[CH:10]=1)[NH:4][CH2:5][CH2:6]2. The catalyst class is: 40.